From a dataset of Antibody developability classification from SAbDab with 2,409 antibodies. Regression/Classification. Given an antibody's heavy chain and light chain sequences, predict its developability. TAP uses regression for 5 developability metrics; SAbDab uses binary classification. The antibody is ['EVQLVESGGGLVQPGGSLRLSCAVSGYSITSGYSWNWIRQAPGKGLEWVASITYDGSTNYNPSVKGRITISRDDSKNTFYLQMNSLRAEDTAVYYCARGSHYFGHWHFAVWGQGTLVTVSS', 'DIQLTQSPSSLSASVGDRVTITCRASQSVDYDGDSYMNWYQQKPGKAPKLLIYAASYLESGVPSRFSGSGSGTDFTLTISSLQPEDFATYYCQQSHEDPYTFGQGTKVEIK']. Result: 1 (developable).